From a dataset of Forward reaction prediction with 1.9M reactions from USPTO patents (1976-2016). Predict the product of the given reaction. (1) Given the reactants [Cl:1][C:2]1[CH:7]=[CH:6][C:5]([C:8]2([C:13]([OH:15])=O)[CH2:12][CH2:11][CH2:10][CH2:9]2)=[CH:4][CH:3]=1.[NH2:16][CH2:17][CH2:18][CH2:19][N:20]1[CH2:25][CH2:24][CH:23]([C:26]2[CH:27]=[C:28]([NH:32][C:33](=[O:36])[CH2:34][CH3:35])[CH:29]=[CH:30][CH:31]=2)[CH2:22][CH2:21]1, predict the reaction product. The product is: [Cl:1][C:2]1[CH:3]=[CH:4][C:5]([C:8]2([C:13]([NH:16][CH2:17][CH2:18][CH2:19][N:20]3[CH2:25][CH2:24][CH:23]([C:26]4[CH:31]=[CH:30][CH:29]=[C:28]([NH:32][C:33](=[O:36])[CH2:34][CH3:35])[CH:27]=4)[CH2:22][CH2:21]3)=[O:15])[CH2:9][CH2:10][CH2:11][CH2:12]2)=[CH:6][CH:7]=1. (2) Given the reactants [Cl:1][C:2]1[CH:7]=[CH:6][CH:5]=[C:4]([N+:8]([O-])=O)[C:3]=1[S:11][CH2:12][CH2:13][CH2:14][Cl:15], predict the reaction product. The product is: [ClH:1].[Cl:1][C:2]1[C:3]([S:11][CH2:12][CH2:13][CH2:14][Cl:15])=[C:4]([NH2:8])[CH:5]=[CH:6][CH:7]=1. (3) Given the reactants C(=O)([O-])[O-].[K+].[K+].[Cl:7][C:8]1[N:13]=[C:12](Cl)[C:11]([Cl:15])=[CH:10][N:9]=1.[F:16][CH:17]([F:20])[CH2:18][NH2:19], predict the reaction product. The product is: [Cl:7][C:8]1[N:13]=[C:12]([NH:19][CH2:18][CH:17]([F:20])[F:16])[C:11]([Cl:15])=[CH:10][N:9]=1.